Predict the reaction yield, written as a fraction of the theoretical maximum amount of product (1.0 means a 100% yield; for example, 0.34 means a 34% yield). From a dataset of Reaction yield outcomes from USPTO patents with 853,638 reactions. (1) The reactants are [N:1]1[CH:6]=[CH:5][CH:4]=[C:3]([OH:7])[CH:2]=1.[H-].[Na+].Cl[CH2:11][O:12][CH3:13]. The catalyst is CN(C=O)C. The product is [CH3:11][O:12][CH2:13][O:7][C:3]1[CH:2]=[N:1][CH:6]=[CH:5][CH:4]=1. The yield is 0.270. (2) The reactants are [CH3:1][N:2]1[C:10]2[C:5](=[CH:6][CH:7]=[CH:8][CH:9]=2)[C:4]([C:11]([OH:13])=O)=[N:3]1.O1CCCC1.C(Cl)(=O)C(Cl)=O.[NH2:25][C:26]1[CH:27]=[C:28]([CH:45]=[CH:46][CH:47]=1)[O:29][C:30]1[CH:31]=[CH:32][C:33]2[N:34]([N:36]=[C:37]([NH:39][C:40]([CH:42]3[CH2:44][CH2:43]3)=[O:41])[N:38]=2)[CH:35]=1. The catalyst is CN(C)C=O.CN(C)C(=O)C. The product is [CH:42]1([C:40]([NH:39][C:37]2[N:38]=[C:33]3[CH:32]=[CH:31][C:30]([O:29][C:28]4[CH:27]=[C:26]([NH:25][C:11]([C:4]5[C:5]6[C:10](=[CH:9][CH:8]=[CH:7][CH:6]=6)[N:2]([CH3:1])[N:3]=5)=[O:13])[CH:47]=[CH:46][CH:45]=4)=[CH:35][N:34]3[N:36]=2)=[O:41])[CH2:43][CH2:44]1. The yield is 0.280. (3) The reactants are [OH:1][C@@:2]([C:20]1[CH:25]=[CH:24][CH:23]=[C:22]([OH:26])[CH:21]=1)([C:14]1[CH:19]=[CH:18][CH:17]=[CH:16][CH:15]=1)[C:3]([O:5][C@H]1C2CCN(CC2)C1)=[O:4].[OH-].[Na+]. The catalyst is CO. The product is [OH:1][C@:2]([C:20]1[CH:25]=[CH:24][CH:23]=[C:22]([OH:26])[CH:21]=1)([C:14]1[CH:15]=[CH:16][CH:17]=[CH:18][CH:19]=1)[C:3]([OH:5])=[O:4]. The yield is 0.900. (4) The reactants are [Br:1][C:2]1[CH:7]=[CH:6][C:5](Br)=[CH:4][N:3]=1.CCOCC.C([Li])CCC.[CH3:19][C:20]([CH3:22])=[O:21]. The catalyst is C1COCC1. The product is [Br:1][C:2]1[N:3]=[CH:4][C:5]([C:20]([OH:21])([CH3:22])[CH3:19])=[CH:6][CH:7]=1. The yield is 0.480. (5) The reactants are N#N.[N+:3]([CH:6]=[CH:7][C:8]1[CH:13]=[CH:12][CH:11]=[CH:10][CH:9]=1)([O-:5])=[O:4].[CH2:14]([CH:17]([C:23]([O:25][CH2:26][CH3:27])=[O:24])[C:18]([O:20][CH2:21][CH3:22])=[O:19])[CH:15]=[CH2:16]. The catalyst is CN1CCOCC1.C(Cl)(Cl)Cl.O. The product is [CH2:21]([O:20][C:18](=[O:19])[C:17]([CH2:14][CH:15]=[CH2:16])([CH:7]([C:8]1[CH:13]=[CH:12][CH:11]=[CH:10][CH:9]=1)[CH2:6][N+:3]([O-:5])=[O:4])[C:23]([O:25][CH2:26][CH3:27])=[O:24])[CH3:22]. The yield is 0.790. (6) The yield is 0.540. The product is [CH3:22][N:11]([CH2:10][C:2]1[N:3]([CH2:24][CH:25]2[CH2:29][CH2:28][N:27]([C:30]([O:32][C:33]([CH3:34])([CH3:36])[CH3:35])=[O:31])[CH2:26]2)[C:4]2[CH:9]=[CH:8][CH:7]=[CH:6][C:5]=2[N:1]=1)[CH:12]1[C:21]2[N:20]=[CH:19][CH:18]=[CH:17][C:16]=2[CH2:15][CH2:14][CH2:13]1. The reactants are [NH:1]1[C:5]2[CH:6]=[CH:7][CH:8]=[CH:9][C:4]=2[N:3]=[C:2]1[CH2:10][N:11]([CH3:22])[CH:12]1[C:21]2[N:20]=[CH:19][CH:18]=[CH:17][C:16]=2[CH2:15][CH2:14][CH2:13]1.Cl[CH2:24][CH:25]1[CH2:29][CH2:28][N:27]([C:30]([O:32][C:33]([CH3:36])([CH3:35])[CH3:34])=[O:31])[CH2:26]1.[I-].[K+].C([O-])([O-])=O.[K+].[K+]. The catalyst is CN(C=O)C.CCOC(C)=O. (7) The reactants are [C:1]([O:5][C:6]([NH:8][C:9]1[C:13]2=[N:14][CH:15]=[C:16]([CH2:18][OH:19])[CH:17]=[C:12]2[S:11][C:10]=1[C:20]([O:22][CH3:23])=[O:21])=[O:7])([CH3:4])([CH3:3])[CH3:2].S(Cl)(Cl)=O.[CH3:28]O.C[O-].[Na+]. The product is [C:1]([O:5][C:6]([NH:8][C:9]1[C:13]2=[N:14][CH:15]=[C:16]([CH2:18][O:19][CH3:28])[CH:17]=[C:12]2[S:11][C:10]=1[C:20]([O:22][CH3:23])=[O:21])=[O:7])([CH3:4])([CH3:3])[CH3:2]. The catalyst is C(Cl)(Cl)Cl. The yield is 0.178. (8) The reactants are Br[C:2]1[CH:3]=[C:4]([CH:8]([N:12]2[CH:16]=[C:15]([C:17]3[C:18]4[CH:25]=[CH:24][N:23]([CH2:26][O:27][CH2:28][CH2:29][Si:30]([CH3:33])([CH3:32])[CH3:31])[C:19]=4[N:20]=[CH:21][N:22]=3)[CH:14]=[N:13]2)[CH2:9][C:10]#[N:11])[CH:5]=[N:6][CH:7]=1.O1CCOCC1.[C:40]1(B(O)O)[CH:45]=[CH:44][CH:43]=[CH:42][CH:41]=1.C(=O)(O)[O-].[Na+].O. The catalyst is C1C=CC([P]([Pd]([P](C2C=CC=CC=2)(C2C=CC=CC=2)C2C=CC=CC=2)([P](C2C=CC=CC=2)(C2C=CC=CC=2)C2C=CC=CC=2)[P](C2C=CC=CC=2)(C2C=CC=CC=2)C2C=CC=CC=2)(C2C=CC=CC=2)C2C=CC=CC=2)=CC=1. The product is [C:40]1([C:2]2[CH:3]=[C:4]([CH:8]([N:12]3[CH:16]=[C:15]([C:17]4[C:18]5[CH:25]=[CH:24][N:23]([CH2:26][O:27][CH2:28][CH2:29][Si:30]([CH3:33])([CH3:32])[CH3:31])[C:19]=5[N:20]=[CH:21][N:22]=4)[CH:14]=[N:13]3)[CH2:9][C:10]#[N:11])[CH:5]=[N:6][CH:7]=2)[CH:45]=[CH:44][CH:43]=[CH:42][CH:41]=1. The yield is 0.800. (9) The reactants are [NH:1]1[C:9]2[C:4](=[CH:5][CH:6]=[C:7]([C:10]([O:12][CH2:13][CH3:14])=[O:11])[CH:8]=2)[CH:3]=[C:2]1[C:15]([O:17][CH2:18][CH3:19])=[O:16].C([O-])([O-])=O.[K+].[K+].Br[CH2:27][C:28]#[N:29].CCOC(C)=O. The catalyst is CN(C=O)C.[Cl-].[Na+].O.O. The product is [C:28]([CH2:27][N:1]1[C:9]2[C:4](=[CH:5][CH:6]=[C:7]([C:10]([O:12][CH2:13][CH3:14])=[O:11])[CH:8]=2)[CH:3]=[C:2]1[C:15]([O:17][CH2:18][CH3:19])=[O:16])#[N:29]. The yield is 0.870.